Predict the reactants needed to synthesize the given product. From a dataset of Full USPTO retrosynthesis dataset with 1.9M reactions from patents (1976-2016). (1) Given the product [Br:8][CH2:9][C:10]([N:4]([CH:5]([CH3:7])[CH3:6])[CH:1]([CH3:3])[CH3:2])=[O:11], predict the reactants needed to synthesize it. The reactants are: [CH:1]([NH:4][CH:5]([CH3:7])[CH3:6])([CH3:3])[CH3:2].[Br:8][CH2:9][C:10](Br)=[O:11]. (2) Given the product [CH3:1][O:2][C:3]1[CH:4]=[C:5]2[C:9](=[CH:10][CH:11]=1)[NH:8][C:7](=[O:12])[CH2:6]2, predict the reactants needed to synthesize it. The reactants are: [CH3:1][O:2][C:3]1[CH:4]=[C:5]2[C:9](=[CH:10][CH:11]=1)[NH:8][C:7](=[O:12])[C:6]2=O.O.NN. (3) The reactants are: [Br:1][C:2]1[CH:3]=[C:4]2[C:9](=[CH:10][N:11]=1)[N:8]([CH2:12][C@H:13]1[CH2:17][CH2:16][NH:15][CH2:14]1)[CH:7]=[C:6]([C:18]([O:20][CH2:21][CH3:22])=[O:19])[C:5]2=[O:23].I[CH2:25][CH2:26][CH3:27].C(=O)([O-])[O-].[K+].[K+]. Given the product [Br:1][C:2]1[CH:3]=[C:4]2[C:9](=[CH:10][N:11]=1)[N:8]([CH2:12][C@H:13]1[CH2:17][CH2:16][N:15]([CH2:25][CH2:26][CH3:27])[CH2:14]1)[CH:7]=[C:6]([C:18]([O:20][CH2:21][CH3:22])=[O:19])[C:5]2=[O:23], predict the reactants needed to synthesize it. (4) Given the product [CH:28]1([CH2:29][CH2:30][NH:26][C:4]([C:6]2[C:7](=[O:25])[C:8]3[CH:22]=[N:21][C:20]([S:23][CH3:24])=[N:19][C:9]=3[N:10]3[C:18]=2[S:17][C:16]2[CH:15]=[CH:14][CH:13]=[CH:12][C:11]3=2)=[O:5])[CH2:27][CH2:43][CH2:41][CH2:38]1, predict the reactants needed to synthesize it. The reactants are: C(O[C:4]([C:6]1[C:7](=[O:25])[C:8]2[CH:22]=[N:21][C:20]([S:23][CH3:24])=[N:19][C:9]=2[N:10]2[C:18]=1[S:17][C:16]1[CH:15]=[CH:14][CH:13]=[CH:12][C:11]2=1)=[O:5])C.[N:26]1(CCN)[CH2:30][CH2:29][CH2:28][CH2:27]1.[Al+3].[Cl-].[Cl-].[Cl-].[C:38]([CH:41]([CH:43](C([O-])=O)O)O)([O-])=O.[K+].[Na+].